Task: Predict the product of the given reaction.. Dataset: Forward reaction prediction with 1.9M reactions from USPTO patents (1976-2016) (1) Given the reactants [CH2:1]([O:3][C:4]([C:6]1[C:10]([S:11][C:12]([F:15])([F:14])[F:13])=[C:9]([CH3:16])[N:8]([C:17]2[C:22]([F:23])=[CH:21][C:20]([C:24]([F:27])([F:26])[F:25])=[CH:19][C:18]=2[Cl:28])[N:7]=1)=[O:5])[CH3:2].FC(F)(F)C(O)=[O:32].OO, predict the reaction product. The product is: [CH2:1]([O:3][C:4]([C:6]1[C:10]([S:11]([C:12]([F:15])([F:13])[F:14])=[O:32])=[C:9]([CH3:16])[N:8]([C:17]2[C:22]([F:23])=[CH:21][C:20]([C:24]([F:26])([F:27])[F:25])=[CH:19][C:18]=2[Cl:28])[N:7]=1)=[O:5])[CH3:2]. (2) Given the reactants Cl[C:2]1[N:7]=[CH:6][N:5]=[C:4]([NH:8][C:9]2[CH:14]=[CH:13][CH:12]=[CH:11][CH:10]=2)[N:3]=1.C([O-])([O-])=O.[K+].[K+].[O:21]1[CH2:26][CH2:25][CH:24]([O:27][C:28]2[CH:35]=[CH:34][C:33](B3OC(C)(C)C(C)(C)O3)=[CH:32][C:29]=2[C:30]#[N:31])[CH2:23][CH2:22]1, predict the reaction product. The product is: [C:9]1([NH:8][C:4]2[N:5]=[CH:6][N:7]=[C:2]([C:33]3[CH:34]=[CH:35][C:28]([O:27][CH:24]4[CH2:25][CH2:26][O:21][CH2:22][CH2:23]4)=[C:29]([CH:32]=3)[C:30]#[N:31])[N:3]=2)[CH:14]=[CH:13][CH:12]=[CH:11][CH:10]=1. (3) Given the reactants [CH:1]([Si:3](Cl)(Cl)Cl)=[CH2:2].[C:7](O)(=O)[CH2:8][CH2:9][CH2:10][CH2:11][CH2:12][CH2:13][CH2:14][CH2:15][CH2:16][CH2:17][CH2:18][CH2:19][CH2:20][CH2:21][CH2:22][CH2:23][CH3:24], predict the reaction product. The product is: [CH:1]([Si:3]([CH2:24][CH2:23][CH2:22][CH2:21][CH2:20][CH2:19][CH2:18][CH2:17][CH2:16][CH2:15][CH2:14][CH2:13][CH2:12][CH2:11][CH2:10][CH2:9][CH2:8][CH3:7])([CH2:24][CH2:23][CH2:22][CH2:21][CH2:20][CH2:19][CH2:18][CH2:17][CH2:16][CH2:15][CH2:14][CH2:13][CH2:12][CH2:11][CH2:10][CH2:9][CH2:8][CH3:7])[CH2:7][CH2:8][CH2:9][CH2:10][CH2:11][CH2:12][CH2:13][CH2:14][CH2:15][CH2:16][CH2:17][CH2:18][CH2:19][CH2:20][CH2:21][CH2:22][CH2:23][CH3:24])=[CH2:2]. (4) Given the reactants [Cl:1][C:2]1[C:7](Cl)=[CH:6][C:5]([NH2:9])=[C:4]([N+:10]([O-:12])=[O:11])[CH:3]=1.CN(C=O)C.C([O-])([O-])=O.[K+].[K+].[C:24]1([CH2:30][SH:31])[CH:29]=[CH:28][CH:27]=[CH:26][CH:25]=1, predict the reaction product. The product is: [CH2:30]([S:31][C:7]1[C:2]([Cl:1])=[CH:3][C:4]([N+:10]([O-:12])=[O:11])=[C:5]([NH2:9])[CH:6]=1)[C:24]1[CH:29]=[CH:28][CH:27]=[CH:26][CH:25]=1. (5) Given the reactants [CH3:1][C:2]1[N:3]=[C:4]([C:7]2[C:15]3[CH2:14][CH2:13][O:12][CH2:11][C:10]=3[S:9][C:8]=2[NH2:16])[O:5][CH:6]=1.[C:17]12[C:25](=[O:26])[O:24][C:22](=[O:23])[C:18]=1[CH2:19][CH2:20][CH2:21]2, predict the reaction product. The product is: [CH3:1][C:2]1[N:3]=[C:4]([C:7]2[C:15]3[CH2:14][CH2:13][O:12][CH2:11][C:10]=3[S:9][C:8]=2[NH:16][C:25]([C:17]2[CH2:21][CH2:20][CH2:19][C:18]=2[C:22]([OH:24])=[O:23])=[O:26])[O:5][CH:6]=1. (6) The product is: [CH2:18]([O:17][C:15]([NH:14][C:13]([C:10]1[CH:9]=[CH:8][C:7]([NH:6][CH2:5][C:4]([OH:25])=[O:3])=[CH:12][CH:11]=1)=[NH:24])=[O:16])[CH2:19][CH2:20][CH2:21][CH2:22][CH3:23]. Given the reactants C([O:3][C:4](=[O:25])[CH2:5][NH:6][C:7]1[CH:12]=[CH:11][C:10]([C:13](=[NH:24])[NH:14][C:15]([O:17][CH2:18][CH2:19][CH2:20][CH2:21][CH2:22][CH3:23])=[O:16])=[CH:9][CH:8]=1)C.C(O)C.O.[OH-].[Li+].Cl, predict the reaction product. (7) Given the reactants [F:1][C:2]1[CH:3]=[C:4]([C:11]2[CH:12]=[C:13]([C:20](O)=[O:21])[C:14]3[O:18][CH2:17][CH2:16][C:15]=3[CH:19]=2)[CH:5]=[C:6]([O:9][CH3:10])[C:7]=1[F:8].[NH2:23][C@@H:24]([CH2:35][OH:36])[CH2:25][C:26]1[C:34]2[C:29](=[CH:30][CH:31]=[CH:32][CH:33]=2)[NH:28][CH:27]=1.C(Cl)CCl.C1C=CC2N(O)N=NC=2C=1, predict the reaction product. The product is: [OH:36][CH2:35][C@H:24]([NH:23][C:20]([C:13]1[C:14]2[O:18][CH2:17][CH2:16][C:15]=2[CH:19]=[C:11]([C:4]2[CH:5]=[C:6]([O:9][CH3:10])[C:7]([F:8])=[C:2]([F:1])[CH:3]=2)[CH:12]=1)=[O:21])[CH2:25][C:26]1[C:34]2[C:29](=[CH:30][CH:31]=[CH:32][CH:33]=2)[NH:28][CH:27]=1.